Regression/Classification. Given a drug SMILES string, predict its absorption, distribution, metabolism, or excretion properties. Task type varies by dataset: regression for continuous measurements (e.g., permeability, clearance, half-life) or binary classification for categorical outcomes (e.g., BBB penetration, CYP inhibition). Dataset: cyp3a4_veith. From a dataset of CYP3A4 inhibition data for predicting drug metabolism from PubChem BioAssay. The compound is CCCCCSc1nnc(C)c(=O)[nH]1. The result is 0 (non-inhibitor).